Dataset: Peptide-MHC class II binding affinity with 134,281 pairs from IEDB. Task: Regression. Given a peptide amino acid sequence and an MHC pseudo amino acid sequence, predict their binding affinity value. This is MHC class II binding data. (1) The peptide sequence is PTPKGTVMDIISRKDQR. The MHC is DRB1_1101 with pseudo-sequence DRB1_1101. The binding affinity (normalized) is 0.569. (2) The peptide sequence is GELQNVDKIDAAFKI. The binding affinity (normalized) is 0.523. The MHC is DRB1_0404 with pseudo-sequence DRB1_0404. (3) The peptide sequence is ATSRLSVKSLRSISR. The MHC is H-2-IAd with pseudo-sequence H-2-IAd. The binding affinity (normalized) is 0.725. (4) The peptide sequence is MELQIVDKIDAAFKI. The MHC is DRB5_0101 with pseudo-sequence DRB5_0101. The binding affinity (normalized) is 0.631. (5) The peptide sequence is MVTQMAMTDTTPFGQQR. The MHC is DRB4_0101 with pseudo-sequence DRB4_0103. The binding affinity (normalized) is 0.388. (6) The peptide sequence is VLALGNQEGSLKTAL. The binding affinity (normalized) is 0.351. The MHC is HLA-DQA10201-DQB10301 with pseudo-sequence HLA-DQA10201-DQB10301. (7) The binding affinity (normalized) is 0.671. The MHC is DRB5_0101 with pseudo-sequence DRB5_0101. The peptide sequence is AQQSKLAQRRVFHGV. (8) The peptide sequence is KKGAGGITIKKTGQA. The MHC is DRB1_0405 with pseudo-sequence DRB1_0405. The binding affinity (normalized) is 0.0720. (9) The peptide sequence is SSMVEAMVSRARIDA. The MHC is DRB1_0101 with pseudo-sequence DRB1_0101. The binding affinity (normalized) is 0.373. (10) The peptide sequence is KFTQFAGKDLESIKG. The MHC is HLA-DPA10201-DPB10501 with pseudo-sequence HLA-DPA10201-DPB10501. The binding affinity (normalized) is 0.406.